Dataset: Reaction yield outcomes from USPTO patents with 853,638 reactions. Task: Predict the reaction yield, written as a fraction of the theoretical maximum amount of product (1.0 means a 100% yield; for example, 0.34 means a 34% yield). The reactants are C[Si]([N-][Si](C)(C)C)(C)C.[Li+].[CH2:11]1[CH2:20][C:18](=[O:19])[C:14]2[CH:15]=[CH:16][S:17][C:13]=2[CH2:12]1.[Si:21](Cl)([C:24]([CH3:27])([CH3:26])[CH3:25])([CH3:23])[CH3:22].[NH4+].[Cl-]. The catalyst is C1COCC1. The product is [C:24]([Si:21]([O:19][C:18]1[C:14]2[CH:15]=[CH:16][S:17][C:13]=2[CH2:12][CH2:11][CH:20]=1)([CH3:23])[CH3:22])([CH3:27])([CH3:26])[CH3:25]. The yield is 0.950.